From a dataset of Catalyst prediction with 721,799 reactions and 888 catalyst types from USPTO. Predict which catalyst facilitates the given reaction. Reactant: [C:1]([C:4]1[CH:18]=[CH:17][C:7]([O:8][CH2:9][CH2:10][O:11][C:12](=[O:16])[C:13]([CH3:15])=[CH2:14])=[CH:6][CH:5]=1)(=[O:3])[CH3:2].B.[Na]. Product: [OH:3][CH:1]([C:4]1[CH:5]=[CH:6][C:7]([O:8][CH2:9][CH2:10][O:11][C:12](=[O:16])[C:13]([CH3:15])=[CH2:14])=[CH:17][CH:18]=1)[CH3:2]. The catalyst class is: 30.